Dataset: Catalyst prediction with 721,799 reactions and 888 catalyst types from USPTO. Task: Predict which catalyst facilitates the given reaction. (1) Reactant: [CH2:1]([O:8][C:9]1[C:10]([CH:16]=O)=[N:11][C:12]([CH3:15])=[CH:13][CH:14]=1)[C:2]1[CH:7]=[CH:6][CH:5]=[CH:4][CH:3]=1.Cl.NO.C([N:23](CC)CC)C.[N+](C1C=C2C(=O)OC(=O)C2=CC=1)([O-])=O. Product: [CH2:1]([O:8][C:9]1[C:10]([C:16]#[N:23])=[N:11][C:12]([CH3:15])=[CH:13][CH:14]=1)[C:2]1[CH:7]=[CH:6][CH:5]=[CH:4][CH:3]=1. The catalyst class is: 47. (2) Reactant: C([N:8]1[CH2:19][CH2:18][C:11]2[N:12]=[C:13]([O:16][CH3:17])[N:14]=[CH:15][C:10]=2[CH2:9]1)C1C=CC=CC=1.CCN(C(C)C)C(C)C.[CH3:29][S:30](Cl)(=[O:32])=[O:31]. The catalyst class is: 687. Product: [CH3:17][O:16][C:13]1[N:14]=[CH:15][C:10]2[CH2:9][N:8]([S:30]([CH3:29])(=[O:32])=[O:31])[CH2:19][CH2:18][C:11]=2[N:12]=1. (3) Reactant: CON(C)[C:4]([C@@H:6]1[CH2:10][C:9](=[O:11])[N:8]([C@@H:12]([C:14]2[CH:19]=[CH:18][C:17]([O:20][CH3:21])=[CH:16][CH:15]=2)[CH3:13])[CH2:7]1)=[O:5].[H-].[H-].[H-].[H-].[Li+].[Al+3]. Product: [CH3:21][O:20][C:17]1[CH:18]=[CH:19][C:14]([C@H:12]([N:8]2[C:9](=[O:11])[CH2:10][C@@H:6]([CH:4]=[O:5])[CH2:7]2)[CH3:13])=[CH:15][CH:16]=1. The catalyst class is: 1. (4) Reactant: [Br:1][C:2]1[CH:6]=[C:5]([C:7](O)=[O:8])[N:4]([C:10]2[C:15]([Cl:16])=[CH:14][CH:13]=[CH:12][N:11]=2)[N:3]=1.S(Cl)([Cl:19])=O.CN(C=O)C. Product: [Br:1][C:2]1[CH:6]=[C:5]([C:7]([Cl:19])=[O:8])[N:4]([C:10]2[C:15]([Cl:16])=[CH:14][CH:13]=[CH:12][N:11]=2)[N:3]=1. The catalyst class is: 22. (5) Reactant: [CH3:1][C:2]1[CH:3]=[CH:4][C:5]([S:9][C:10]2[CH:11]=[CH:12][CH:13]=[CH:14][C:15]=2[N:16]2[CH2:21][CH2:20][NH:19][CH2:18][CH2:17]2)=[C:6]([CH3:8])[CH:7]=1.[C:22]([OH:27])(=[O:26])[C:23]([OH:25])=[O:24]. Product: [CH3:1][C:2]1[CH:3]=[CH:4][C:5]([S:9][C:10]2[CH:11]=[CH:12][CH:13]=[CH:14][C:15]=2[N:16]2[CH2:17][CH2:18][NH:19][CH2:20][CH2:21]2)=[C:6]([CH3:8])[CH:7]=1.[C:22]([O-:27])(=[O:26])[C:23]([O-:25])=[O:24]. The catalyst class is: 282. (6) Reactant: [CH3:1][C:2]1[C:3]([NH:12][CH:13]([C:17]2[CH:25]=[CH:24][C:20]([C:21](O)=[O:22])=[CH:19][CH:18]=2)[CH2:14][CH2:15][CH3:16])=[N:4][C:5]2[C:10]([CH:11]=1)=[CH:9][CH:8]=[CH:7][CH:6]=2.Cl.[CH2:27]([O:29][C:30](=[O:34])[CH2:31][CH2:32][NH2:33])C.O.ON1C2C=CC=CC=2N=N1.C(N(CC)CC)C.Cl.CN(C)CCCN=C=NCC. Product: [CH3:1][C:2]1[C:3]([NH:12][CH:13]([C:17]2[CH:18]=[CH:19][C:20]([C:21]([NH:33][CH2:32][CH2:31][C:30]([O:29][CH3:27])=[O:34])=[O:22])=[CH:24][CH:25]=2)[CH2:14][CH2:15][CH3:16])=[N:4][C:5]2[C:10]([CH:11]=1)=[CH:9][CH:8]=[CH:7][CH:6]=2. The catalyst class is: 4.